From a dataset of Forward reaction prediction with 1.9M reactions from USPTO patents (1976-2016). Predict the product of the given reaction. Given the reactants [C:1]([C:4]1[C:9]([NH:10][C:11]([C:13]2[S:14][CH:15]=[C:16]([C:18]([F:21])([F:20])[F:19])[N:17]=2)=O)=[C:8]([CH3:22])[C:7]([O:23][CH3:24])=[CH:6][CH:5]=1)(=[O:3])[CH3:2].C(C1N=C(C2C=C(O)C3C(=CC(OC)=CC=3)N=2)SC=1)(C)C, predict the reaction product. The product is: [CH3:24][O:23][C:7]1[C:8]([CH3:22])=[C:9]2[C:4]([C:1]([OH:3])=[CH:2][C:11]([C:13]3[S:14][CH:15]=[C:16]([C:18]([F:21])([F:20])[F:19])[N:17]=3)=[N:10]2)=[CH:5][CH:6]=1.